Dataset: Reaction yield outcomes from USPTO patents with 853,638 reactions. Task: Predict the reaction yield, written as a fraction of the theoretical maximum amount of product (1.0 means a 100% yield; for example, 0.34 means a 34% yield). (1) The reactants are [CH3:1][O:2][CH2:3][C:4]1[CH:9]=[CH:8][C:7]([OH:10])=[C:6]([N+:11]([O-])=O)[CH:5]=1. The catalyst is C(O)C.[Pt](=O)=O. The product is [NH2:11][C:6]1[CH:5]=[C:4]([CH2:3][O:2][CH3:1])[CH:9]=[CH:8][C:7]=1[OH:10]. The yield is 0.850. (2) The reactants are [C:1](C1NC=CN=1)(C1NC=CN=1)=[O:2].[NH2:13][C:14]1[CH:19]=[C:18]([F:20])[CH:17]=[CH:16][C:15]=1[OH:21]. The catalyst is ClCCl. The product is [F:20][C:18]1[CH:17]=[CH:16][C:15]2[O:21][C:1](=[O:2])[NH:13][C:14]=2[CH:19]=1. The yield is 0.660. (3) The reactants are [Br:1][C:2]1[C:7]2=[N:8][C:9]([C:12]([OH:14])=O)=[CH:10][N:11]=[C:6]2[CH:5]=[N:4][CH:3]=1.[NH2:15][C:16]1([C:19]#[N:20])[CH2:18][CH2:17]1.C(N(CC)CC)C.F[P-](F)(F)(F)(F)F.N1(OC(N(C)C)=[N+](C)C)C2N=CC=CC=2N=N1. The catalyst is CN(C)C=O. The product is [Br:1][C:2]1[C:7]2=[N:8][C:9]([C:12]([NH:15][C:16]3([C:19]#[N:20])[CH2:18][CH2:17]3)=[O:14])=[CH:10][N:11]=[C:6]2[CH:5]=[N:4][CH:3]=1. The yield is 0.590. (4) The reactants are CC1(C)[O:7][C:6](=[O:8])[CH2:5][C:4](=[O:9])O1.[CH:11]([NH:14][C:15]1[CH:22]=[CH:21][CH:20]=[CH:19][C:16]=1[CH:17]=O)([CH3:13])[CH3:12].C(O)(=O)C.C(N)CN. The catalyst is CO. The product is [CH:11]([N:14]1[C:15]2[C:16](=[CH:19][CH:20]=[CH:21][CH:22]=2)[CH:17]=[C:5]([C:6]([OH:7])=[O:8])[C:4]1=[O:9])([CH3:13])[CH3:12]. The yield is 0.980. (5) The reactants are Cl.[CH3:2]OCN.[CH3:6][O:7][C:8]1[CH:9]=[C:10]([CH:22]=[CH:23][C:24]=1[O:25][CH2:26][C:27]1[N:28]=[C:29]([C:33]2[CH:38]=[CH:37][CH:36]=[CH:35][CH:34]=2)[O:30][C:31]=1[CH3:32])[CH2:11][O:12][C:13]1[C:17]([C:18]([OH:20])=O)=[CH:16][N:15]([CH3:21])[N:14]=1.O.[OH:40][N:41]1[C:45]2C=CC=CC=2N=N1.Cl.C(N=C=NCCCN(C)C)C. The catalyst is O.CN(C)C=O.C(N(CC)CC)C. The product is [CH3:2][O:40][N:41]([CH3:45])[C:18]([C:17]1[C:13]([O:12][CH2:11][C:10]2[CH:22]=[CH:23][C:24]([O:25][CH2:26][C:27]3[N:28]=[C:29]([C:33]4[CH:34]=[CH:35][CH:36]=[CH:37][CH:38]=4)[O:30][C:31]=3[CH3:32])=[C:8]([O:7][CH3:6])[CH:9]=2)=[N:14][N:15]([CH3:21])[CH:16]=1)=[O:20]. The yield is 0.960.